This data is from Catalyst prediction with 721,799 reactions and 888 catalyst types from USPTO. The task is: Predict which catalyst facilitates the given reaction. (1) Reactant: [CH2:1]([N:8]1[CH2:13][CH2:12][N:11]([C:14](=[NH:16])[NH2:15])[CH2:10][CH2:9]1)[C:2]1[CH:7]=[CH:6][CH:5]=[CH:4][CH:3]=1.[Cl:17][C:18]([SH:21])(Cl)Cl.[OH-].[Na+]. Product: [CH2:1]([N:8]1[CH2:9][CH2:10][N:11]([C:14]2[N:15]=[C:18]([Cl:17])[S:21][N:16]=2)[CH2:12][CH2:13]1)[C:2]1[CH:3]=[CH:4][CH:5]=[CH:6][CH:7]=1. The catalyst class is: 34. (2) Reactant: [CH2:1]([O:3][C:4]([NH:6][C:7]1[CH:12]=[CH:11][C:10]([C:13]2[N:14]=[C:15]([CH2:18][N:19]3[CH:23]=[C:22]([C:24]([O:26]CC)=[O:25])[CH:21]=[N:20]3)[S:16][CH:17]=2)=[CH:9][CH:8]=1)=[O:5])[CH3:2].[OH-].[Na+].Cl. Product: [CH2:1]([O:3][C:4]([NH:6][C:7]1[CH:12]=[CH:11][C:10]([C:13]2[N:14]=[C:15]([CH2:18][N:19]3[CH:23]=[C:22]([C:24]([OH:26])=[O:25])[CH:21]=[N:20]3)[S:16][CH:17]=2)=[CH:9][CH:8]=1)=[O:5])[CH3:2]. The catalyst class is: 823.